Dataset: NCI-60 drug combinations with 297,098 pairs across 59 cell lines. Task: Regression. Given two drug SMILES strings and cell line genomic features, predict the synergy score measuring deviation from expected non-interaction effect. (1) Drug 1: C(CC(=O)O)C(=O)CN.Cl. Drug 2: C(CN)CNCCSP(=O)(O)O. Cell line: T-47D. Synergy scores: CSS=7.54, Synergy_ZIP=-3.07, Synergy_Bliss=0.808, Synergy_Loewe=-4.12, Synergy_HSA=0.223. (2) Drug 1: CC1=C(C=C(C=C1)NC2=NC=CC(=N2)N(C)C3=CC4=NN(C(=C4C=C3)C)C)S(=O)(=O)N.Cl. Drug 2: CN(CC1=CN=C2C(=N1)C(=NC(=N2)N)N)C3=CC=C(C=C3)C(=O)NC(CCC(=O)O)C(=O)O. Cell line: OVCAR-4. Synergy scores: CSS=29.4, Synergy_ZIP=-1.34, Synergy_Bliss=-4.62, Synergy_Loewe=-18.0, Synergy_HSA=-3.69. (3) Drug 1: CC12CCC(CC1=CCC3C2CCC4(C3CC=C4C5=CN=CC=C5)C)O. Drug 2: C1CCC(C(C1)N)N.C(=O)(C(=O)[O-])[O-].[Pt+4]. Cell line: HL-60(TB). Synergy scores: CSS=52.3, Synergy_ZIP=11.1, Synergy_Bliss=10.4, Synergy_Loewe=-26.9, Synergy_HSA=6.04. (4) Drug 1: C1CN1P(=S)(N2CC2)N3CC3. Drug 2: COCCOC1=C(C=C2C(=C1)C(=NC=N2)NC3=CC=CC(=C3)C#C)OCCOC.Cl. Cell line: HOP-92. Synergy scores: CSS=17.6, Synergy_ZIP=-4.38, Synergy_Bliss=0.501, Synergy_Loewe=4.13, Synergy_HSA=4.38.